This data is from Experimentally validated miRNA-target interactions with 360,000+ pairs, plus equal number of negative samples. The task is: Binary Classification. Given a miRNA mature sequence and a target amino acid sequence, predict their likelihood of interaction. (1) The miRNA is mmu-miR-686 with sequence AUUGCUUCCCAGACGGUGAAGA. The protein sequence of the target gene is MSLSPCRAQRGFSARSACSARSRGRSRGGFSSRGGFSSRSLNSFGGCLEGSRGSTWGSGGRLGVRFGEWSGGPGLSLCPPGGIQEVTINQNLLTPLKIEIDPQFQVVRTQETQEIRTLNNQFASFIDKVRFLEQQNKVLETKWHLLQQQGLSGSQQGLEPVFEACLDQLRKQLEQLQGERGALDAELKACRDQEEEYKSKYEEEAHRRATLENDFVVLKKDVDGVFLSKMELEGKLEALREYLYFLKHLNEEELGQLQTQASDTSVVLSMDNNRYLDFSSIITEVRARYEEIARSSKAEA.... Result: 0 (no interaction). (2) The miRNA is hsa-miR-338-3p with sequence UCCAGCAUCAGUGAUUUUGUUG. The protein sequence of the target gene is MLSPANGEQIHLVNYVEDYLDSIESLPFDLQRNVSLMREIDAKYQEILKELDDYYEKFKRETDGTQKRRVLHCIQRALIRSQELGDEKIQIVSQMVELVENRSRQVDSHVELFEAHQDISDGTGGSGKAGQDKSKSEAITQADKPNNKRSRRQRNNENRENASNNHDHDDITSGTPKEKKAKTSKKKKRSKAKAEREASPADLPIDPNEPTYCLCNQVSYGEMIGCDNDECPIEWFHFSCVGLNHKPKGKWYCPKCRGESEKTMDKALEKSKKERAYNR. Result: 0 (no interaction). (3) The miRNA is hsa-miR-486-3p with sequence CGGGGCAGCUCAGUACAGGAU. The protein sequence of the target gene is MAVLAGSLLGPTSRSAALLGGRWLQPRAWLGFPDAWGLPTPQQARGKARGNEYQPSNIKRKNKHGWVRRLSTPAGVQVILRRMLKGRKSLSH. Result: 1 (interaction). (4) The protein sequence of the target gene is MATKARVMYDFAAEPGNNELTVNEGEIITITNPDVGGGWLEGRNIKGERGLVPTDYVEILPSDGKDQFSCGNSVADQAFLDSLSASTAQASSSAASNNHQVGSGNDPWSAWSASKSGNWESSEGWGAQPEGAGAQRNTNTPNNWDTAFGHPQAYQGPATGDDDDWDEDWDGPKSSSYFKDSESADAGGAQRGNSRASSSSMKIPLNKFPGFAKPGTEQYLLAKQLAKPKEKIPIIVGDYGPMWVYPTSTFDCVVADPRKGSKMYGLKSYIEYQLTPTNTNRSVNHRYKHFDWLYERLLVK.... The miRNA is hsa-miR-129-2-3p with sequence AAGCCCUUACCCCAAAAAGCAU. Result: 1 (interaction). (5) The miRNA is cel-miR-269 with sequence GGCAAGACUCUGGCAAAACU. The protein sequence of the target gene is MNCSESQRLRTLLSRLLLELHHRGNASGLGAGPRPSMGMGVVPDPFVGREVTSAKGDDAYLYILLIMIFYACLAGGLILAYTRSRKLVEAKDEPSQACAEHEWAPGGALTADAEAAAGSQAEGRRQLASEGLPALAQGAERV. Result: 0 (no interaction). (6) The miRNA is hsa-miR-98-5p with sequence UGAGGUAGUAAGUUGUAUUGUU. The protein sequence of the target gene is MAAAAARWNHVWVGTETGILKGVNLQRKQAANFTAGGQPRREEAVSALCWGTGGETQMLVGCADRTVKHFSTEDGIFQGQRHCPGGEGMFRGLAQADGTLITCVDSGILRVWHDKDKDTSSDPLLELRVGPGVCRMRQDPAHPHVVATGGKENALKIWDLQGSEEPVFRAKNVRNDWLDLRVPIWDQDIQFLPGSQKLVTCTGYHQVRVYDPASPQRRPVLETTYGEYPLTAMTLTPGGNSVIVGNTHGQLAEIDLRQGRLLGCLKGLAGSVRGLQCHPSKPLLASCGLDRVLRIHRIQN.... Result: 1 (interaction).